Dataset: Full USPTO retrosynthesis dataset with 1.9M reactions from patents (1976-2016). Task: Predict the reactants needed to synthesize the given product. (1) Given the product [N:3]1[CH:4]=[CH:5][CH:6]=[C:7]2[C:11]3[C:10]([NH:1][C:2]=12)=[CH:15][N:14]=[C:13]([C:16]#[N:17])[CH:12]=3, predict the reactants needed to synthesize it. The reactants are: [NH2:1][C:2]1[C:7](I)=[CH:6][CH:5]=[CH:4][N:3]=1.Cl[C:10]1[C:11]([Sn](C)(C)C)=[CH:12][C:13]([C:16]#[N:17])=[N:14][CH:15]=1.O1CCOCC1.C(=O)(O)[O-].[Na+]. (2) Given the product [S:1]1[C:5]2[CH:6]=[CH:7][CH:8]=[CH:9][C:4]=2[N:3]=[C:2]1[C:10]1[CH:16]=[CH:15][C:13]([NH:14]/[N:17]=[CH:38]\[C:34]2[CH:35]=[CH:36][C:37]3[N:25]([CH3:24])[C:26]4[C:31]([C:32]=3[CH:33]=2)=[CH:30][CH:29]=[CH:28][CH:27]=4)=[CH:12][CH:11]=1, predict the reactants needed to synthesize it. The reactants are: [S:1]1[C:5]2[CH:6]=[CH:7][CH:8]=[CH:9][C:4]=2[N:3]=[C:2]1[C:10]1[CH:16]=[CH:15][C:13]([NH2:14])=[CH:12][CH:11]=1.[N:17]([O-])=O.[Na+].Cl[Sn]Cl.[CH3:24][N:25]1[C:37]2[CH:36]=[CH:35][C:34]([CH:38]=O)=[CH:33][C:32]=2[C:31]2[C:26]1=[CH:27][CH:28]=[CH:29][CH:30]=2.[OH-].[Na+]. (3) Given the product [C:13]([O:17][C:18](=[O:19])[NH:20][C:21]1([CH2:22]/[CH:23]=[CH:24]/[C:25](=[O:27])[N:74]([C@@H:62]([C:61](=[O:76])[N:60]([C@H:47]([CH2:40][C:41]2[CH:46]=[CH:45][CH:44]=[CH:43][CH:42]=2)[C:48]([N:50]2[CH2:55][CH2:54][CH2:53][C@@H:52]([CH2:56][N:57]([CH3:58])[CH3:59])[CH2:51]2)=[O:49])[CH3:77])[CH2:63][C:64]2[CH:73]=[CH:72][C:71]3[C:66](=[CH:67][CH:68]=[CH:69][CH:70]=3)[CH:65]=2)[CH3:75])[CH2:29][CH2:2][CH2:28]1)([CH3:14])([CH3:15])[CH3:16], predict the reactants needed to synthesize it. The reactants are: Cl.[CH3:2]N(C)CCCN=C=NCC.[C:13]([O:17][C:18]([NH:20][C:21]([CH3:29])([CH3:28])[CH2:22]/[CH:23]=[CH:24]/[C:25]([OH:27])=O)=[O:19])([CH3:16])([CH3:15])[CH3:14].ON1C2N=CC=CC=2N=N1.[CH2:40]([C@@H:47]([N:60]([CH3:77])[C:61](=[O:76])[C@H:62]([NH:74][CH3:75])[CH2:63][C:64]1[CH:73]=[CH:72][C:71]2[C:66](=[CH:67][CH:68]=[CH:69][CH:70]=2)[CH:65]=1)[C:48]([N:50]1[CH2:55][CH2:54][CH2:53][C@@H:52]([CH2:56][N:57]([CH3:59])[CH3:58])[CH2:51]1)=[O:49])[C:41]1[CH:46]=[CH:45][CH:44]=[CH:43][CH:42]=1.C(N(C(C)C)C(C)C)C. (4) Given the product [Cl:1][C:12]1[C:13]([N:16]2[CH2:21][CH2:20][CH:19]([N:22]3[CH2:26][CH2:25][C@H:24]([NH:27][C:28]4[CH:33]=[CH:32][C:31]([S:34]([CH3:37])(=[O:35])=[O:36])=[CH:30][C:29]=4[F:38])[C:23]3=[O:39])[CH2:18][CH2:17]2)=[N:14][CH:15]=[C:10]([Cl:9])[N:11]=1, predict the reactants needed to synthesize it. The reactants are: [Cl:1]N1C(=O)CCC1=O.[Cl:9][C:10]1[N:11]=[CH:12][C:13]([N:16]2[CH2:21][CH2:20][CH:19]([N:22]3[CH2:26][CH2:25][C@H:24]([NH:27][C:28]4[CH:33]=[CH:32][C:31]([S:34]([CH3:37])(=[O:36])=[O:35])=[CH:30][C:29]=4[F:38])[C:23]3=[O:39])[CH2:18][CH2:17]2)=[N:14][CH:15]=1. (5) The reactants are: CC([O-])(C)C.[K+].[C:7](=O)([O:10]C)[O:8][CH3:9].[C:13]([O:17][C:18]([N:20]1[CH:25]2[CH2:26][C:27](=[O:29])[CH2:28][CH:21]1[CH2:22][O:23][CH2:24]2)=[O:19])([CH3:16])([CH3:15])[CH3:14].CN(C=O)C. Given the product [CH3:9][O:8][C:7]([CH:26]1[C:27](=[O:29])[CH2:28][CH:21]2[N:20]([C:18]([O:17][C:13]([CH3:16])([CH3:14])[CH3:15])=[O:19])[CH:25]1[CH2:24][O:23][CH2:22]2)=[O:10], predict the reactants needed to synthesize it. (6) Given the product [C:1]([C:5]1[CH:12]=[CH:11][C:10]([N+:13]([O-:15])=[O:14])=[CH:9][C:6]=1[CH2:7][NH2:8])([CH3:4])([CH3:2])[CH3:3], predict the reactants needed to synthesize it. The reactants are: [C:1]([C:5]1[CH:12]=[CH:11][C:10]([N+:13]([O-:15])=[O:14])=[CH:9][C:6]=1[C:7]#[N:8])([CH3:4])([CH3:3])[CH3:2].B.C1COCC1.CO.Cl. (7) Given the product [CH3:3][C@@H:4]1[CH2:9][O:8][CH2:7][CH2:6][N:5]1[C:10]1[CH:15]=[C:14]([C:16]2([S@@:19]([CH3:22])(=[NH:21])=[O:20])[CH2:18][CH2:17]2)[N:13]=[C:12]([C:23]2[CH:28]=[CH:27][N:26]=[C:25]3[NH:29][CH:30]=[CH:31][C:24]=23)[N:11]=1, predict the reactants needed to synthesize it. The reactants are: [OH-].[Na+].[CH3:3][C@@H:4]1[CH2:9][O:8][CH2:7][CH2:6][N:5]1[C:10]1[CH:15]=[C:14]([C:16]2([S@:19]([CH3:22])(=[NH:21])=[O:20])[CH2:18][CH2:17]2)[N:13]=[C:12]([C:23]2[CH:28]=[CH:27][N:26]=[C:25]3[N:29](S(C4C=CC(C)=CC=4)(=O)=O)[CH:30]=[CH:31][C:24]=23)[N:11]=1.Cl. (8) Given the product [Br:28][C:29]1[CH:30]=[C:31]([OH:36])[C:32]([NH:35][C:25]2[S:24][N:11]=[C:10]([CH:7]3[CH2:6][CH2:5][N:4]([C:1](=[O:3])[CH3:2])[CH2:9][CH2:8]3)[N:26]=2)=[N:33][CH:34]=1, predict the reactants needed to synthesize it. The reactants are: [C:1]([N:4]1[CH2:9][CH2:8][CH:7]([C:10](Cl)=[N:11]OS(C)(=O)=O)[CH2:6][CH2:5]1)(=[O:3])[CH3:2].N1C=CC=CC=1.[S-:24][C:25]#[N:26].[Na+].[Br:28][C:29]1[CH:30]=[C:31]([O:36]C2C=CN=NC=2C)[C:32]([NH2:35])=[N:33][CH:34]=1. (9) Given the product [Cl:1][C:2]1[N:7]=[C:6]([NH:21][C:22]2[CH:23]=[C:24]([NH:28][C:29](=[O:35])[O:30][C:31]([CH3:33])([CH3:32])[CH3:34])[CH:25]=[CH:26][CH:27]=2)[C:5]([N+:9]([O-:11])=[O:10])=[CH:4][N:3]=1, predict the reactants needed to synthesize it. The reactants are: [Cl:1][C:2]1[N:7]=[C:6](Cl)[C:5]([N+:9]([O-:11])=[O:10])=[CH:4][N:3]=1.CCN(C(C)C)C(C)C.[NH2:21][C:22]1[CH:23]=[C:24]([NH:28][C:29](=[O:35])[O:30][C:31]([CH3:34])([CH3:33])[CH3:32])[CH:25]=[CH:26][CH:27]=1.